The task is: Predict the product of the given reaction.. This data is from Forward reaction prediction with 1.9M reactions from USPTO patents (1976-2016). The product is: [C:40]([C:42]1[CH:43]=[C:44]([CH:48]=[CH:49][CH:50]=1)[C:45]([O:1][CH:2]1[CH2:20][CH:19]2[N:4]([C:5](=[O:39])[CH:6]([NH:31][C:32]([O:34][C:35]([CH3:36])([CH3:38])[CH3:37])=[O:33])[CH2:7][CH2:8][CH2:9][CH2:10][CH2:11][CH:12]=[CH:13][CH:14]3[C:16]([C:22]([NH:24][S:25]([CH:28]4[CH2:30][CH2:29]4)(=[O:27])=[O:26])=[O:23])([NH:17][C:18]2=[O:21])[CH2:15]3)[CH2:3]1)=[O:46])#[N:41]. Given the reactants [OH:1][CH:2]1[CH2:20][CH:19]2[N:4]([C:5](=[O:39])[CH:6]([NH:31][C:32]([O:34][C:35]([CH3:38])([CH3:37])[CH3:36])=[O:33])[CH2:7][CH2:8][CH2:9][CH2:10][CH2:11][CH:12]=[CH:13][CH:14]3[C:16]([C:22]([NH:24][S:25]([CH:28]4[CH2:30][CH2:29]4)(=[O:27])=[O:26])=[O:23])([NH:17][C:18]2=[O:21])[CH2:15]3)[CH2:3]1.[C:40]([C:42]1[CH:43]=[C:44]([CH:48]=[CH:49][CH:50]=1)[C:45](Cl)=[O:46])#[N:41], predict the reaction product.